Dataset: Full USPTO retrosynthesis dataset with 1.9M reactions from patents (1976-2016). Task: Predict the reactants needed to synthesize the given product. (1) Given the product [Cl:9][C:8]1[N:1]=[C:2]([Cl:3])[N:4]=[C:5]([NH:10][C:11]2[CH:12]=[C:13]([CH:25]=[CH:26][C:27]=2[CH3:28])[C:14]([NH:16][CH2:17][CH2:18][C:19]2[CH:24]=[CH:23][CH:22]=[CH:21][CH:20]=2)=[O:15])[N:7]=1, predict the reactants needed to synthesize it. The reactants are: [N:1]1[C:8]([Cl:9])=[N:7][C:5](Cl)=[N:4][C:2]=1[Cl:3].[NH2:10][C:11]1[CH:12]=[C:13]([CH:25]=[CH:26][C:27]=1[CH3:28])[C:14]([NH:16][CH2:17][CH2:18][C:19]1[CH:24]=[CH:23][CH:22]=[CH:21][CH:20]=1)=[O:15]. (2) The reactants are: [CH:1](N1CCCC1=O)=[CH2:2].[C:9]1([N:15]=[N+:16]=[N-:17])[CH:14]=[CH:13][CH:12]=[CH:11][CH:10]=1. Given the product [C:9]1([N:15]2[CH:2]=[CH:1][N:17]=[N:16]2)[CH:14]=[CH:13][CH:12]=[CH:11][CH:10]=1, predict the reactants needed to synthesize it. (3) Given the product [CH2:1]([C:8]1[NH:12][C:11]([C:13]2[C:17]([NH:18][C:19](=[O:28])[C:20]3[C:21]([F:27])=[CH:22][CH:23]=[CH:24][C:25]=3[F:26])=[CH:16][NH:15][N:14]=2)=[N:10][C:9]=1[CH2:35][N:37]1[CH2:42][CH2:41][O:40][CH2:39][CH2:38]1)[C:2]1[CH:7]=[CH:6][CH:5]=[CH:4][CH:3]=1, predict the reactants needed to synthesize it. The reactants are: [CH2:1]([C:8]1[NH:12][C:11]([C:13]2[C:17]([NH:18][C:19](=[O:28])[C:20]3[C:25]([F:26])=[CH:24][CH:23]=[CH:22][C:21]=3[F:27])=[CH:16][N:15](C3CCCCO3)[N:14]=2)=[N:10][C:9]=1[CH:35]=O)[C:2]1[CH:7]=[CH:6][CH:5]=[CH:4][CH:3]=1.[NH:37]1[CH2:42][CH2:41][O:40][CH2:39][CH2:38]1.C(O[BH-](OC(=O)C)OC(=O)C)(=O)C.[Na+]. (4) Given the product [C:2]1([C:7]([O:9][CH3:10])=[O:8])([C:20]([O:19][CH3:18])=[O:21])[CH2:6][CH2:5][CH2:4][CH2:3]1, predict the reactants needed to synthesize it. The reactants are: C[C:2]1([C:7]([OH:9])=[O:8])[CH2:6][CH2:5][CH2:4][CH2:3]1.[CH:10](NC(C)C)(C)C.[Li].[CH3:18][O:19][C:20](Cl)=[O:21]. (5) Given the product [CH3:9][N:8]([CH2:10][C:11]1[CH:18]=[CH:17][C:14]([C:15]#[N:16])=[CH:13][CH:12]=1)[CH2:7][CH2:6][CH2:5][CH:4]=[O:3], predict the reactants needed to synthesize it. The reactants are: C([O:3][CH:4](OCC)[CH2:5][CH2:6][CH2:7][N:8]([CH2:10][C:11]1[CH:18]=[CH:17][C:14]([C:15]#[N:16])=[CH:13][CH:12]=1)[CH3:9])C.Cl.